Dataset: Full USPTO retrosynthesis dataset with 1.9M reactions from patents (1976-2016). Task: Predict the reactants needed to synthesize the given product. Given the product [F:12][C:13]([F:24])([F:23])[C:14]1[CH:19]=[C:18]([C:2]2[CH:11]=[C:6]([C:7]([O:9][CH3:10])=[O:8])[CH:5]=[N:4][CH:3]=2)[CH:17]=[CH:16][CH:15]=1, predict the reactants needed to synthesize it. The reactants are: Br[C:2]1[CH:3]=[N:4][CH:5]=[C:6]([CH:11]=1)[C:7]([O:9][CH3:10])=[O:8].[F:12][C:13]([F:24])([F:23])[C:14]1[CH:15]=[C:16](B(O)O)[CH:17]=[CH:18][CH:19]=1.